Task: Regression. Given two drug SMILES strings and cell line genomic features, predict the synergy score measuring deviation from expected non-interaction effect.. Dataset: NCI-60 drug combinations with 297,098 pairs across 59 cell lines (1) Drug 1: CC1C(C(CC(O1)OC2CC(OC(C2O)C)OC3=CC4=CC5=C(C(=O)C(C(C5)C(C(=O)C(C(C)O)O)OC)OC6CC(C(C(O6)C)O)OC7CC(C(C(O7)C)O)OC8CC(C(C(O8)C)O)(C)O)C(=C4C(=C3C)O)O)O)O. Drug 2: CN1C2=C(C=C(C=C2)N(CCCl)CCCl)N=C1CCCC(=O)O.Cl. Cell line: HCT-15. Synergy scores: CSS=20.6, Synergy_ZIP=-0.584, Synergy_Bliss=-7.54, Synergy_Loewe=-30.0, Synergy_HSA=-7.14. (2) Drug 1: CCC1(CC2CC(C3=C(CCN(C2)C1)C4=CC=CC=C4N3)(C5=C(C=C6C(=C5)C78CCN9C7C(C=CC9)(C(C(C8N6C=O)(C(=O)OC)O)OC(=O)C)CC)OC)C(=O)OC)O.OS(=O)(=O)O. Drug 2: CCCCC(=O)OCC(=O)C1(CC(C2=C(C1)C(=C3C(=C2O)C(=O)C4=C(C3=O)C=CC=C4OC)O)OC5CC(C(C(O5)C)O)NC(=O)C(F)(F)F)O. Cell line: UACC-257. Synergy scores: CSS=68.0, Synergy_ZIP=-4.07, Synergy_Bliss=-2.65, Synergy_Loewe=-0.910, Synergy_HSA=-0.404. (3) Drug 1: CC1=C(C(CCC1)(C)C)C=CC(=CC=CC(=CC(=O)O)C)C. Drug 2: CC12CCC3C(C1CCC2O)C(CC4=C3C=CC(=C4)O)CCCCCCCCCS(=O)CCCC(C(F)(F)F)(F)F. Cell line: DU-145. Synergy scores: CSS=9.94, Synergy_ZIP=1.31, Synergy_Bliss=7.48, Synergy_Loewe=7.45, Synergy_HSA=6.77.